Predict the reactants needed to synthesize the given product. From a dataset of Full USPTO retrosynthesis dataset with 1.9M reactions from patents (1976-2016). (1) Given the product [C:1]([O:5][C:6](=[O:17])[NH:7][C:8]1[CH:9]=[N:10][C:11]([S:14][CH2:15][CH3:16])=[CH:12][C:13]=1[I:31])([CH3:4])([CH3:3])[CH3:2], predict the reactants needed to synthesize it. The reactants are: [C:1]([O:5][C:6](=[O:17])[NH:7][C:8]1[CH:9]=[N:10][C:11]([S:14][CH2:15][CH3:16])=[CH:12][CH:13]=1)([CH3:4])([CH3:3])[CH3:2].CN(C)CCN(C)C.C([Li])CCC.[I:31]I. (2) Given the product [CH3:1][S:2][C:5]1[CH:10]=[CH:9][C:8]([S:11][CH3:14])=[CH:7][N:6]=1, predict the reactants needed to synthesize it. The reactants are: [CH3:1][S:2]([C:5]1[CH:10]=[CH:9][C:8]([S:11]([CH3:14])(=O)=O)=[CH:7][N:6]=1)(=O)=O.BrC1C=CC(Br)=CN=1.C[S-].[Na+].